This data is from Forward reaction prediction with 1.9M reactions from USPTO patents (1976-2016). The task is: Predict the product of the given reaction. (1) Given the reactants Cl[C:2]1[C:11]2[C:6](=[CH:7][CH:8]=[CH:9][CH:10]=2)[N:5]=[C:4]([N:12]2[CH2:18][CH2:17][CH2:16][C:15]3[CH:19]=[CH:20][CH:21]=[CH:22][C:14]=3[CH2:13]2)[CH:3]=1.C[S-:24].[Na+].Cl, predict the reaction product. The product is: [CH2:13]1[C:14]2[CH:22]=[CH:21][CH:20]=[CH:19][C:15]=2[CH2:16][CH2:17][CH2:18][N:12]1[C:4]1[CH:3]=[C:2]([SH:24])[C:11]2[C:6](=[CH:7][CH:8]=[CH:9][CH:10]=2)[N:5]=1. (2) Given the reactants [CH:1]1([NH:7][C:8]([CH:10]2[CH2:14][CH2:13][CH2:12][NH:11]2)=[O:9])[CH2:6][CH2:5][CH2:4][CH2:3][CH2:2]1.[O:15]1[C:17]([CH3:19])([CH3:18])[CH2:16]1.C(N(CC)CC)C, predict the reaction product. The product is: [CH:1]1([NH:7][C:8]([CH:10]2[CH2:14][CH2:13][CH2:12][N:11]2[CH2:16][C:17]([OH:15])([CH3:19])[CH3:18])=[O:9])[CH2:2][CH2:3][CH2:4][CH2:5][CH2:6]1. (3) Given the reactants [C:1]1([C@H:7]([CH3:10])[CH2:8][NH2:9])[CH:6]=[CH:5][CH:4]=[CH:3][CH:2]=1.C(O)(=O)C.[Cl:15][C:16]1[C:23]([C:24]([F:27])([F:26])[F:25])=[CH:22][CH:21]=[CH:20][C:17]=1[CH:18]=O.C(O[BH-](OC(=O)C)OC(=O)C)(=O)C.[Na+], predict the reaction product. The product is: [Cl:15][C:16]1[C:23]([C:24]([F:25])([F:26])[F:27])=[CH:22][CH:21]=[CH:20][C:17]=1[CH2:18][NH:9][CH2:8][C@H:7]([C:1]1[CH:6]=[CH:5][CH:4]=[CH:3][CH:2]=1)[CH3:10].